From a dataset of Catalyst prediction with 721,799 reactions and 888 catalyst types from USPTO. Predict which catalyst facilitates the given reaction. Reactant: [CH3:1][O:2][C:3](=[O:15])[C:4]1[C:9]([Cl:10])=[CH:8][CH:7]=[C:6]([CH:11]=[N:12][OH:13])[C:5]=1[F:14].[Cl:16]N1C(=O)CCC1=O.O.CCOC(C)=O. Product: [CH3:1][O:2][C:3](=[O:15])[C:4]1[C:9]([Cl:10])=[CH:8][CH:7]=[C:6]([C:11]([Cl:16])=[N:12][OH:13])[C:5]=1[F:14]. The catalyst class is: 3.